From a dataset of Catalyst prediction with 721,799 reactions and 888 catalyst types from USPTO. Predict which catalyst facilitates the given reaction. Reactant: [C:1]1([OH:7])[CH:6]=[CH:5][CH:4]=[CH:3][CH:2]=1.[P:8](Cl)([Cl:10])[Cl:9]. Product: [O:7]([P:8]([Cl:10])[Cl:9])[C:1]1[CH:6]=[CH:5][CH:4]=[CH:3][CH:2]=1. The catalyst class is: 66.